Dataset: Full USPTO retrosynthesis dataset with 1.9M reactions from patents (1976-2016). Task: Predict the reactants needed to synthesize the given product. Given the product [C:31]1([CH:9]([C:3]2[CH:4]=[CH:5][CH:6]=[CH:7][CH:8]=2)[N:10]2[CH2:15][CH2:14][CH:13]([CH2:16][CH2:17][CH2:18][CH2:19][N:20]([CH2:37][CH3:38])[C:21](=[O:30])[CH2:22][CH2:23][C:24]3[CH:25]=[N:26][CH:27]=[CH:28][CH:29]=3)[CH2:12][CH2:11]2)[CH:32]=[CH:33][CH:34]=[CH:35][CH:36]=1, predict the reactants needed to synthesize it. The reactants are: [H-].[Na+].[C:3]1([CH:9]([C:31]2[CH:36]=[CH:35][CH:34]=[CH:33][CH:32]=2)[N:10]2[CH2:15][CH2:14][CH:13]([CH2:16][CH2:17][CH2:18][CH2:19][NH:20][C:21](=[O:30])[CH2:22][CH2:23][C:24]3[CH:25]=[N:26][CH:27]=[CH:28][CH:29]=3)[CH2:12][CH2:11]2)[CH:8]=[CH:7][CH:6]=[CH:5][CH:4]=1.[CH2:37](I)[CH3:38].